Dataset: Forward reaction prediction with 1.9M reactions from USPTO patents (1976-2016). Task: Predict the product of the given reaction. (1) Given the reactants [N+:1]([C:4]1[CH:5]=[N:6][N:7]([C:9]2[CH:14]=[CH:13][CH:12]=[CH:11][CH:10]=2)[CH:8]=1)([O-])=O, predict the reaction product. The product is: [NH2:1][C:4]1[CH:5]=[N:6][N:7]([C:9]2[CH:14]=[CH:13][CH:12]=[CH:11][CH:10]=2)[CH:8]=1. (2) Given the reactants [CH3:1][NH:2][C:3](=[O:11])[C:4]1[CH:9]=[CH:8][CH:7]=[C:6]([CH3:10])[CH:5]=1.C1C(=O)N([Br:19])C(=O)C1.CC(N=NC(C#N)(C)C)(C#N)C, predict the reaction product. The product is: [Br:19][CH2:10][C:6]1[CH:5]=[C:4]([CH:9]=[CH:8][CH:7]=1)[C:3]([NH:2][CH3:1])=[O:11]. (3) Given the reactants C([O:8][C:9]1[CH:10]=[CH:11][C:12]([C@@H:20]([OH:66])[CH2:21][NH:22][CH2:23][CH2:24][C:25]2[CH:30]=[CH:29][C:28]([NH:31][C:32]([C:34]3[CH:35]=[C:36]([S:40]([C:43]4[CH:44]=[C:45]5[C:50](=[C:51]([CH3:53])[CH:52]=4)[N:49]=[CH:48][C:47]([C:54]([NH2:56])=[O:55])=[C:46]5[NH:57][C:58]4[CH:63]=[CH:62][CH:61]=[C:60]([O:64][CH3:65])[CH:59]=4)(=[O:42])=[O:41])[CH:37]=[CH:38][CH:39]=3)=[O:33])=[CH:27][CH:26]=2)=[C:13]2[C:18]=1[NH:17][C:16](=[O:19])[CH:15]=[CH:14]2)C1C=CC=CC=1, predict the reaction product. The product is: [OH:66][C@H:20]([C:12]1[CH:11]=[CH:10][C:9]([OH:8])=[C:18]2[C:13]=1[CH:14]=[CH:15][C:16](=[O:19])[NH:17]2)[CH2:21][NH:22][CH2:23][CH2:24][C:25]1[CH:26]=[CH:27][C:28]([NH:31][C:32]([C:34]2[CH:35]=[C:36]([S:40]([C:43]3[CH:44]=[C:45]4[C:50](=[C:51]([CH3:53])[CH:52]=3)[N:49]=[CH:48][C:47]([C:54]([NH2:56])=[O:55])=[C:46]4[NH:57][C:58]3[CH:63]=[CH:62][CH:61]=[C:60]([O:64][CH3:65])[CH:59]=3)(=[O:41])=[O:42])[CH:37]=[CH:38][CH:39]=2)=[O:33])=[CH:29][CH:30]=1. (4) Given the reactants [F:1][C:2]1[CH:7]=[CH:6][C:5]([S:8](Cl)(=[O:10])=[O:9])=[CH:4][CH:3]=1.S([O-])([O-])=O.[Na+].[Na+].C(=O)(O)[O-].[Na+].Br[CH2:24][Cl:25], predict the reaction product. The product is: [Cl:25][CH2:24][S:8]([C:5]1[CH:6]=[CH:7][C:2]([F:1])=[CH:3][CH:4]=1)(=[O:10])=[O:9]. (5) Given the reactants Br[C:2]1[CH:35]=[CH:34][C:5]([CH2:6][N:7]2[C:11]3[CH:12]=[C:13]([O:16][CH2:17][C:18]4[CH:23]=[CH:22][C:21]([CH3:24])=[CH:20][N:19]=4)[CH:14]=[CH:15][C:10]=3[N:9]=[C:8]2[C@H:25]2[CH2:30][CH2:29][CH2:28][CH2:27][C@H:26]2[C:31]([OH:33])=[O:32])=[CH:4][CH:3]=1.CC(OC1C=CC=C(OC(C)C)C=1C1C(P(C2CCCCC2)C2CCCCC2)=CC=CC=1)C.Cl.[F:70][C:71]1([F:76])[CH2:75][CH2:74][NH:73][CH2:72]1.N#N, predict the reaction product. The product is: [F:70][C:71]1([F:76])[CH2:75][CH2:74][N:73]([C:2]2[CH:35]=[CH:34][C:5]([CH2:6][N:7]3[C:11]4[CH:12]=[C:13]([O:16][CH2:17][C:18]5[CH:23]=[CH:22][C:21]([CH3:24])=[CH:20][N:19]=5)[CH:14]=[CH:15][C:10]=4[N:9]=[C:8]3[C@H:25]3[CH2:30][CH2:29][CH2:28][CH2:27][C@H:26]3[C:31]([OH:33])=[O:32])=[CH:4][CH:3]=2)[CH2:72]1. (6) Given the reactants [CH3:1][O:2][C:3]1[C:8]2[N:9]=[C:10]([C:12]([OH:14])=O)[S:11][C:7]=2[C:6]([N:15]2[CH2:20][CH2:19][O:18][CH2:17][CH2:16]2)=[CH:5][CH:4]=1.C(N1C=CN=C1)(N1C=CN=C1)=O.[C:33]([O:37][C:38]([N:40]1[CH2:46][CH2:45][CH:44]([OH:47])[CH:43]([NH2:48])[CH2:42][CH2:41]1)=[O:39])([CH3:36])([CH3:35])[CH3:34].O, predict the reaction product. The product is: [C:33]([O:37][C:38]([N:40]1[CH2:41][CH2:42][CH:43]([NH:48][C:12]([C:10]2[S:11][C:7]3[C:6]([N:15]4[CH2:20][CH2:19][O:18][CH2:17][CH2:16]4)=[CH:5][CH:4]=[C:3]([O:2][CH3:1])[C:8]=3[N:9]=2)=[O:14])[CH:44]([OH:47])[CH2:45][CH2:46]1)=[O:39])([CH3:36])([CH3:34])[CH3:35]. (7) Given the reactants [CH3:1][C:2](C)([O-])C.[K+].[C:7]1(=[O:14])[CH2:13][CH2:12][CH2:11][CH2:10][CH2:9][CH2:8]1.[I-].ClCC[S+](C)C.O, predict the reaction product. The product is: [CH2:1]1[C:8]2([CH2:9][CH2:10][CH2:11][CH2:12][CH2:13][C:7]2=[O:14])[CH2:2]1.